This data is from Forward reaction prediction with 1.9M reactions from USPTO patents (1976-2016). The task is: Predict the product of the given reaction. (1) Given the reactants Cl.[CH3:2][N:3]([CH3:13])[C:4]1[CH:5]=[C:6]([CH:10]=[CH:11][N:12]=1)[C:7]([OH:9])=O.Cl.[CH3:15][O:16][C:17]1[CH:22]=[CH:21][CH:20]=[CH:19][C:18]=1[CH:23]1[CH2:28][CH2:27][CH2:26][NH:25][CH2:24]1.C(N(CC)CC)C.CCCP(=O)=O, predict the reaction product. The product is: [CH3:15][O:16][C:17]1[CH:22]=[CH:21][CH:20]=[CH:19][C:18]=1[CH:23]1[CH2:28][CH2:27][CH2:26][N:25]([C:7]([C:6]2[CH:10]=[CH:11][N:12]=[C:4]([N:3]([CH3:2])[CH3:13])[CH:5]=2)=[O:9])[CH2:24]1. (2) Given the reactants [NH:1]1[C:9]2[C:4](=[CH:5][CH:6]=[CH:7][CH:8]=2)[CH:3]=[C:2]1[C:10]([OH:12])=O.C(=O)([O-])[O-].[K+].[K+].[C:19]([O:22][CH2:23][CH2:24]Br)(=[O:21])[CH3:20].[NH2:26][C:27]1[CH:28]=[CH:29][C:30]([O:35][CH2:36][C:37]([CH3:40])([CH3:39])[CH3:38])=[C:31]([CH:34]=1)[C:32]#[N:33].P(C#N)(OCC)(OCC)=O.Cl, predict the reaction product. The product is: [C:19]([O:22][CH2:23][CH2:24][N:1]1[C:9]2[C:4](=[CH:5][CH:6]=[CH:7][CH:8]=2)[CH:3]=[C:2]1[C:10](=[O:12])[NH:26][C:27]1[CH:28]=[CH:29][C:30]([O:35][CH2:36][C:37]([CH3:38])([CH3:39])[CH3:40])=[C:31]([C:32]#[N:33])[CH:34]=1)(=[O:21])[CH3:20]. (3) The product is: [C:23]([O:27][C:28]([N:30]1[CH2:42][C@@H:41]([CH3:43])[N:40]2[C@H:32]([CH2:33][C:34]3[C:39]2=[N:38][C:37]([O:44][CH2:2][CH2:1][O:5][CH3:6])=[CH:36][CH:35]=3)[CH2:31]1)=[O:29])([CH3:26])([CH3:24])[CH3:25]. Given the reactants [C:1]([O:5][C:6](N1C[C@@H](C)N2[C@H](CC3C2=NC(Br)=CC=3)C1)=O)(C)(C)[CH3:2].[C:23]([O:27][C:28]([N:30]1[CH2:42][C@@H:41]([CH3:43])[N:40]2[C@H:32]([CH2:33][C:34]3[C:39]2=[N:38][C:37]([OH:44])=[CH:36][CH:35]=3)[CH2:31]1)=[O:29])([CH3:26])([CH3:25])[CH3:24].[H-].[Na+].COCCBr, predict the reaction product. (4) Given the reactants [OH:1][C:2]1[N:7]2[N:8]=[CH:9]C=[C:6]2[N:5]([CH2:11][CH2:12][CH:13]([CH3:15])[CH3:14])[C:4](=[O:16])[C:3]=1[C:17]1[NH:22][C:21]2[CH:23]=[CH:24][C:25]([NH:27][S:28]([CH3:31])(=[O:30])=[O:29])=[CH:26][C:20]=2[S:19](=[O:33])(=[O:32])[N:18]=1.C(OC(C1C(=O)N2N=CN=C2[N:41](CCC(C)C)C1=O)=O)C, predict the reaction product. The product is: [OH:1][C:2]1[N:7]2[N:8]=[CH:9][N:41]=[C:6]2[N:5]([CH2:11][CH2:12][CH:13]([CH3:15])[CH3:14])[C:4](=[O:16])[C:3]=1[C:17]1[NH:22][C:21]2[CH:23]=[CH:24][C:25]([NH:27][S:28]([CH3:31])(=[O:29])=[O:30])=[CH:26][C:20]=2[S:19](=[O:33])(=[O:32])[N:18]=1. (5) The product is: [CH3:34][O:35][C:18]1[CH:19]=[CH:20][CH:21]=[CH:22][C:17]=1[CH:13]1[CH2:14][CH2:15][CH2:16][N:11]([C:9]([C:7]2[CH:6]=[CH:5][N:4]=[C:3]([NH:2][CH3:1])[CH:8]=2)=[O:10])[CH2:12]1. Given the reactants [CH3:1][NH:2][C:3]1[CH:8]=[C:7]([C:9]([N:11]2[CH2:16][CH2:15][CH2:14][CH:13]([C:17]3[CH:22]=[CH:21][C:20](C(F)(F)F)=[CH:19][CH:18]=3)[CH2:12]2)=[O:10])[CH:6]=[CH:5][N:4]=1.O.Cl.CNC1C=C(C=CN=1)[C:34](O)=[O:35].CNC1C=C(C=CN=1)C(O)=O.Cl.Cl.COC1C=CC=CC=1C1CCCNC1, predict the reaction product.